Dataset: Forward reaction prediction with 1.9M reactions from USPTO patents (1976-2016). Task: Predict the product of the given reaction. Given the reactants [C:1]([O:5][C:6]([N:8]1[CH2:13][CH2:12][CH:11]([C:14]#[C:15][C:16]2[CH:21]=[C:20]([Br:22])[CH:19]=[CH:18][C:17]=2[NH2:23])[CH2:10][CH2:9]1)=[O:7])([CH3:4])([CH3:3])[CH3:2], predict the reaction product. The product is: [Br:22][C:20]1[CH:21]=[C:16]2[C:17](=[CH:18][CH:19]=1)[NH:23][C:14]([CH:11]1[CH2:10][CH2:9][N:8]([C:6]([O:5][C:1]([CH3:4])([CH3:2])[CH3:3])=[O:7])[CH2:13][CH2:12]1)=[CH:15]2.